This data is from Full USPTO retrosynthesis dataset with 1.9M reactions from patents (1976-2016). The task is: Predict the reactants needed to synthesize the given product. (1) Given the product [NH2:1][C:2]1[C:11]2[C:6](=[CH:7][CH:8]=[CH:9][C:10]=2[O:12][CH2:13][C:14]([NH:17][C:29]([CH:24]2[CH2:28][CH2:27][CH2:26][CH2:25]2)=[O:30])([CH3:16])[CH3:15])[N:5]=[C:4]([CH3:18])[C:3]=1[C:19]([O:21][CH2:22][CH3:23])=[O:20], predict the reactants needed to synthesize it. The reactants are: [NH2:1][C:2]1[C:11]2[C:6](=[CH:7][CH:8]=[CH:9][C:10]=2[O:12][CH2:13][C:14]([NH2:17])([CH3:16])[CH3:15])[N:5]=[C:4]([CH3:18])[C:3]=1[C:19]([O:21][CH2:22][CH3:23])=[O:20].[CH:24]1([C:29](O)=[O:30])[CH2:28][CH2:27][CH2:26][CH2:25]1. (2) Given the product [CH2:1]([O:8][C:9]1[CH:10]=[CH:11][C:12]([CH2:25][C:24]([O:23][C:19]([CH3:22])([CH3:21])[CH3:20])=[O:27])=[C:13]([C:14]#[N:15])[CH:16]=1)[C:2]1[CH:7]=[CH:6][CH:5]=[CH:4][CH:3]=1, predict the reactants needed to synthesize it. The reactants are: [CH2:1]([O:8][C:9]1[CH:10]=[CH:11][C:12](Br)=[C:13]([CH:16]=1)[C:14]#[N:15])[C:2]1[CH:7]=[CH:6][CH:5]=[CH:4][CH:3]=1.[Cl-].[C:19]([O:23][C:24](=[O:27])[CH2:25][Zn+])([CH3:22])([CH3:21])[CH3:20].CC(C1C=C(C(C)C)C(C2C=CC=CC=2P(C2CCCCC2)C2CCCCC2)=C(C(C)C)C=1)C. (3) Given the product [NH2:1][C:2]1[C:7]([C:14]#[C:15][CH3:16])=[C:6]([C:9]([O:11][CH3:12])=[O:10])[N:5]=[C:4]([Cl:13])[N:3]=1, predict the reactants needed to synthesize it. The reactants are: [NH2:1][C:2]1[C:7](I)=[C:6]([C:9]([O:11][CH3:12])=[O:10])[N:5]=[C:4]([Cl:13])[N:3]=1.[CH2:14]([Sn](CCCC)(CCCC)C#CC)[CH2:15][CH2:16]C.C(OCC)(=O)C. (4) Given the product [Cl:19][CH2:20][CH2:21][CH2:22][O:23][C:24]1[CH:33]=[C:32]2[C:27]([C:28]([NH:34][C:35]3[CH:36]=[N:37][N:38]([CH2:40][C:41]([NH:50][C:51]4[CH:56]=[CH:55][CH:54]=[CH:53][CH:52]=4)=[O:42])[CH:39]=3)=[N:29][CH:30]=[N:31]2)=[CH:26][CH:25]=1, predict the reactants needed to synthesize it. The reactants are: FC(F)(F)C(OC1C(F)=C(F)C(F)=C(F)C=1F)=O.[Cl:19][CH2:20][CH2:21][CH2:22][O:23][C:24]1[CH:33]=[C:32]2[C:27]([C:28]([NH:34][C:35]3[CH:36]=[N:37][N:38]([CH2:40][C:41](O)=[O:42])[CH:39]=3)=[N:29][CH:30]=[N:31]2)=[CH:26][CH:25]=1.N1C=CC=CC=1.[NH2:50][C:51]1[CH:56]=[CH:55][CH:54]=[CH:53][CH:52]=1.Cl. (5) Given the product [F:1][C:2]([F:7])([F:6])[C@H:3]([O:5][C:12]1[CH:13]=[C:14]([B:18]([OH:20])[OH:19])[CH:15]=[CH:16][CH:17]=1)[CH3:4], predict the reactants needed to synthesize it. The reactants are: [F:1][C:2]([F:7])([F:6])[C@H:3]([OH:5])[CH3:4].[H-].[Na+].BrC[C:12]1[CH:13]=[C:14]([B:18]([OH:20])[OH:19])[CH:15]=[CH:16][CH:17]=1.O. (6) The reactants are: Cl.N[C@H]1CCN([C@@H](COC)C(N2CCOCC2)=O)C1=O.[CH3:21][CH:22]([O:24][CH2:25][C@H:26]([NH:35]C(=O)OC(C)(C)C)[C:27]([N:29]1[CH2:34][CH2:33][O:32][CH2:31][CH2:30]1)=[O:28])[CH3:23]. Given the product [CH3:23][CH:22]([O:24][CH2:25][C@H:26]([NH2:35])[C:27]([N:29]1[CH2:34][CH2:33][O:32][CH2:31][CH2:30]1)=[O:28])[CH3:21], predict the reactants needed to synthesize it. (7) Given the product [C:43]([O:42][C:40](=[O:41])[NH:39][CH:36]1[CH2:37][CH2:38][N:33]([CH2:32][CH2:31][N:10]2[C:11]3[C:6](=[CH:5][CH:4]=[C:3]([O:2][CH3:1])[CH:12]=3)[C:7](=[O:15])[N:8]([CH3:14])[C:9]2=[O:13])[CH2:34][CH2:35]1)([CH3:46])([CH3:45])[CH3:44], predict the reactants needed to synthesize it. The reactants are: [CH3:1][O:2][C:3]1[CH:12]=[C:11]2[C:6]([C:7](=[O:15])[N:8]([CH3:14])[C:9](=[O:13])[NH:10]2)=[CH:5][CH:4]=1.C[Si]([N-][Si](C)(C)C)(C)C.[Li+].CS(O[CH2:31][CH2:32][N:33]1[CH2:38][CH2:37][CH:36]([NH:39][C:40]([O:42][C:43]([CH3:46])([CH3:45])[CH3:44])=[O:41])[CH2:35][CH2:34]1)(=O)=O.C(OC(=O)NC1CCN(CCN2C3C(=CC=C(OC)C=3)C=CC2=O)CC1)(C)(C)C.